From a dataset of Full USPTO retrosynthesis dataset with 1.9M reactions from patents (1976-2016). Predict the reactants needed to synthesize the given product. Given the product [N+:25]([C:17]1[CH:16]=[C:15]([O:14][CH3:13])[CH:20]=[CH:19][C:18]=1[S:21]([NH:12][C:5]1[CH:6]=[CH:7][CH:8]=[C:9]2[C:4]=1[N:3]=[C:2]([CH3:1])[CH:11]=[CH:10]2)(=[O:23])=[O:22])([O-:27])=[O:26], predict the reactants needed to synthesize it. The reactants are: [CH3:1][C:2]1[CH:11]=[CH:10][C:9]2[C:4](=[C:5]([NH2:12])[CH:6]=[CH:7][CH:8]=2)[N:3]=1.[CH3:13][O:14][C:15]1[CH:20]=[CH:19][C:18]([S:21](Cl)(=[O:23])=[O:22])=[C:17]([N+:25]([O-:27])=[O:26])[CH:16]=1.